Predict which catalyst facilitates the given reaction. From a dataset of Catalyst prediction with 721,799 reactions and 888 catalyst types from USPTO. (1) Reactant: [C:1]([O:5][C:6]([N:8]1[CH2:12][CH2:11][CH2:10][C:9]1([CH2:34][C:35]1[CH:40]=[CH:39][CH:38]=[CH:37][CH:36]=1)[C:13]([C:15]1[CH:16]=[C:17]2[C:21](=[CH:22][CH:23]=1)[N:20]([Si](C(C)C)(C(C)C)C(C)C)[CH:19]=[CH:18]2)=[O:14])=[O:7])([CH3:4])([CH3:3])[CH3:2].C[N+](C)(C)C.[F-]. Product: [C:1]([O:5][C:6]([N:8]1[CH2:12][CH2:11][CH2:10][C:9]1([CH2:34][C:35]1[CH:36]=[CH:37][CH:38]=[CH:39][CH:40]=1)[C:13]([C:15]1[CH:16]=[C:17]2[C:21](=[CH:22][CH:23]=1)[NH:20][CH:19]=[CH:18]2)=[O:14])=[O:7])([CH3:4])([CH3:2])[CH3:3]. The catalyst class is: 1. (2) Reactant: [CH3:1][O:2][C:3]1[CH:46]=[CH:45][C:6]([C:7]([O:22][CH2:23][C@@H:24]([OH:44])[C@@H:25]([OH:43])[C@@H:26]([O:39][CH2:40][CH2:41][F:42])[C@H:27]([N:30]2[CH:38]=[C:36]([CH3:37])[C:34](=[O:35])[NH:33][C:31]2=[O:32])[CH2:28][OH:29])([C:16]2[CH:21]=[CH:20][CH:19]=[CH:18][CH:17]=2)[C:8]2[CH:13]=[CH:12][C:11]([O:14][CH3:15])=[CH:10][CH:9]=2)=[CH:5][CH:4]=1.N1C=CN=C1.O=P12OP3(OP(OP(O3)(O1)=O)(=O)O2)=O.Cl[Si:67]([CH2:72][CH3:73])([CH2:70][CH3:71])[CH2:68][CH3:69]. Product: [CH3:15][O:14][C:11]1[CH:12]=[CH:13][C:8]([C:7]([O:22][CH2:23][C@@H:24]([OH:44])[C@@H:25]([O:43][Si:67]([CH2:72][CH3:73])([CH2:70][CH3:71])[CH2:68][CH3:69])[C@@H:26]([O:39][CH2:40][CH2:41][F:42])[C@H:27]([N:30]2[CH:38]=[C:36]([CH3:37])[C:34](=[O:35])[NH:33][C:31]2=[O:32])[CH2:28][OH:29])([C:16]2[CH:17]=[CH:18][CH:19]=[CH:20][CH:21]=2)[C:6]2[CH:45]=[CH:46][C:3]([O:2][CH3:1])=[CH:4][CH:5]=2)=[CH:9][CH:10]=1. The catalyst class is: 31. (3) Reactant: Br[C:2]1[CH:7]=[CH:6][C:5]([C:8]2[N:9]([C:24]3[CH:29]=[CH:28][CH:27]=[CH:26][C:25]=3[Cl:30])[N:10]=[C:11]3[C:16](=[O:17])[N:15]([CH2:18][C:19]([F:22])([F:21])[F:20])[C:14]([CH3:23])=[N:13][C:12]=23)=[CH:4][CH:3]=1.[CH2:31](B(O)O)[CH2:32][CH2:33][CH3:34].C([O-])([O-])=O.[K+].[K+].C(Cl)Cl. Product: [CH2:31]([C:2]1[CH:7]=[CH:6][C:5]([C:8]2[N:9]([C:24]3[CH:29]=[CH:28][CH:27]=[CH:26][C:25]=3[Cl:30])[N:10]=[C:11]3[C:16](=[O:17])[N:15]([CH2:18][C:19]([F:20])([F:22])[F:21])[C:14]([CH3:23])=[N:13][C:12]=23)=[CH:4][CH:3]=1)[CH2:32][CH2:33][CH3:34]. The catalyst class is: 20. (4) Product: [Cl:16][C:17]1[C:23]([O:24][CH3:25])=[CH:22][C:21]([O:26][CH3:27])=[C:20]([Cl:28])[C:18]=1[NH:19][C:2]1[C:3]([C:8]2[CH:13]=[C:12]([S:14][CH3:15])[N:11]=[CH:10][N:9]=2)=[N:4][CH:5]=[CH:6][N:7]=1. The catalyst class is: 160. Reactant: Cl[C:2]1[C:3]([C:8]2[CH:13]=[C:12]([S:14][CH3:15])[N:11]=[CH:10][N:9]=2)=[N:4][CH:5]=[CH:6][N:7]=1.[Cl:16][C:17]1[C:23]([O:24][CH3:25])=[CH:22][C:21]([O:26][CH3:27])=[C:20]([Cl:28])[C:18]=1[NH2:19].C1C=CC(P(C2C(OC3C(P(C4C=CC=CC=4)C4C=CC=CC=4)=CC=CC=3)=CC=CC=2)C2C=CC=CC=2)=CC=1.C(=O)([O-])[O-].[Cs+].[Cs+]. (5) Reactant: Br[C:2]1[CH:7]=[C:6]([O:8][CH2:9][CH3:10])[CH:5]=[CH:4][C:3]=1[O:11][C:12]([F:15])([F:14])[F:13].C([Li])CCC.C([O:24][B:25](OC(C)C)[O:26]C(C)C)(C)C. Product: [F:13][C:12]([F:15])([F:14])[O:11][C:3]1[CH:4]=[CH:5][C:6]([O:8][CH2:9][CH3:10])=[CH:7][C:2]=1[B:25]([OH:26])[OH:24]. The catalyst class is: 7. (6) Reactant: [CH2:1]([NH:8][C:9]1[CH:10]=[C:11]([C:18]2[CH:23]=[CH:22][CH:21]=[C:20]([C:24](=[O:26])[CH3:25])[CH:19]=2)[CH:12]=[CH:13][C:14]=1[N+:15]([O-:17])=[O:16])[C:2]1[CH:7]=[CH:6][CH:5]=[CH:4][CH:3]=1.[BH4-].[Na+]. Product: [CH2:1]([NH:8][C:9]1[CH:10]=[C:11]([C:18]2[CH:23]=[CH:22][CH:21]=[C:20]([CH:24]([OH:26])[CH3:25])[CH:19]=2)[CH:12]=[CH:13][C:14]=1[N+:15]([O-:17])=[O:16])[C:2]1[CH:7]=[CH:6][CH:5]=[CH:4][CH:3]=1. The catalyst class is: 5. (7) Reactant: C([O:5][C:6]([C@H:8]1[CH2:12][CH2:11][CH2:10][N:9]1[C:13](=[O:44])[CH2:14][O:15][C:16]1[CH:21]=[C:20]([C:22]2[NH:26][C:25](=[S:27])[O:24][N:23]=2)[CH:19]=[C:18]([O:28][CH2:29][C:30]([N:32]2[CH2:36][CH2:35][CH2:34][C@@H:33]2[C:37]([O:39]C(C)(C)C)=[O:38])=[O:31])[CH:17]=1)=[O:7])(C)(C)C. Product: [C:6]([C@H:8]1[CH2:12][CH2:11][CH2:10][N:9]1[C:13](=[O:44])[CH2:14][O:15][C:16]1[CH:17]=[C:18]([CH:19]=[C:20]([C:22]2[N:26]=[C:25]([S:27][C:20]([CH3:22])([CH3:21])[CH3:19])[O:24][N:23]=2)[CH:21]=1)[O:28][CH2:29][C:30]([N:32]1[CH2:36][CH2:35][CH2:34][C@@H:33]1[C:37]([OH:39])=[O:38])=[O:31])([OH:5])=[O:7]. The catalyst class is: 55.